Dataset: Reaction yield outcomes from USPTO patents with 853,638 reactions. Task: Predict the reaction yield, written as a fraction of the theoretical maximum amount of product (1.0 means a 100% yield; for example, 0.34 means a 34% yield). (1) The reactants are C([O:4][C@@H:5]1[CH2:29][CH2:28][C@@:27]2([CH3:30])[C@H:7]([CH2:8][CH2:9][C@@H:10]3[C:26]2=[CH:25][CH2:24][C@@:23]2([CH3:31])[C@H:11]3[CH2:12][CH2:13][C@@H:14]2[C@H:15]([CH3:22])[CH2:16][CH2:17][C:18]([O:20][CH3:21])=[O:19])[CH2:6]1)(=O)C.CC(O)=[O:34]. No catalyst specified. The product is [OH:4][C@@H:5]1[CH2:29][CH2:28][C@@:27]2([CH3:30])[C@H:7]([CH2:8][CH2:9][C@@H:10]3[C:26]2=[CH:25][C:24](=[O:34])[C@@:23]2([CH3:31])[C@H:11]3[CH2:12][CH2:13][C@@H:14]2[C@H:15]([CH3:22])[CH2:16][CH2:17][C:18]([O:20][CH3:21])=[O:19])[CH2:6]1. The yield is 0.500. (2) The reactants are [F:1][C:2]1[CH:10]=[C:9]2[C:5]([C:6]([C:12]3[N:13]=[C:14]4[C:20]([C:21](O)=[O:22])=[CH:19][NH:18][C:15]4=[N:16][CH:17]=3)=[N:7][N:8]2[CH3:11])=[CH:4][CH:3]=1.[CH3:24][C:25]1([NH2:28])[CH2:27][CH2:26]1.CN(C(ON1N=NC2C=CC=NC1=2)=[N+](C)C)C.F[P-](F)(F)(F)(F)F.CCN(C(C)C)C(C)C. The catalyst is CN(C=O)C. The product is [F:1][C:2]1[CH:10]=[C:9]2[C:5]([C:6]([C:12]3[N:13]=[C:14]4[C:20]([C:21]([NH:28][C:25]5([CH3:24])[CH2:27][CH2:26]5)=[O:22])=[CH:19][NH:18][C:15]4=[N:16][CH:17]=3)=[N:7][N:8]2[CH3:11])=[CH:4][CH:3]=1. The yield is 0.549. (3) The reactants are [CH2:1]([C@@H:8]1[CH2:15][CH2:14][CH2:13][NH:12][C:11](=S)[CH2:10][N:9]1[S:17]([C:20]1[CH:25]=[CH:24][CH:23]=[CH:22][C:21]=1[O:26][C:27]([F:30])([F:29])[F:28])(=[O:19])=[O:18])[C:2]1[CH:7]=[CH:6][CH:5]=[CH:4][CH:3]=1.[C:31]([C:35]([NH:37][NH2:38])=O)([F:34])([F:33])[F:32].CC1C=CC(S(O)(=O)=O)=CC=1.O. The catalyst is C1COCC1.CCOCC.C1(C)C=CC=CC=1.O.CC(=O)OCC.[Hg](OC(C)=O)OC(C)=O. The product is [CH2:1]([C@@H:8]1[CH2:15][CH2:14][CH2:13][N:12]2[C:35]([C:31]([F:34])([F:33])[F:32])=[N:37][N:38]=[C:11]2[CH2:10][N:9]1[S:17]([C:20]1[CH:25]=[CH:24][CH:23]=[CH:22][C:21]=1[O:26][C:27]([F:30])([F:29])[F:28])(=[O:19])=[O:18])[C:2]1[CH:7]=[CH:6][CH:5]=[CH:4][CH:3]=1. The yield is 0.640.